Dataset: Drug-target binding data from BindingDB using IC50 measurements. Task: Regression. Given a target protein amino acid sequence and a drug SMILES string, predict the binding affinity score between them. We predict pIC50 (pIC50 = -log10(IC50 in M); higher means more potent). Dataset: bindingdb_ic50. The drug is C=C(C)[C@@H]1CC[C@]2(C(=O)O)CC[C@]3(C)[C@H](CC[C@@H]4[C@@]5(C)CC[C@H](O)C(C)(C)[C@@H]5CC[C@]43C)[C@@H]12. The target protein (P08151) has sequence MFNSMTPPPISSYGEPCCLRPLPSQGAPSVGTEGLSGPPFCHQANLMSGPHSYGPARETNSCTEGPLFSSPRSAVKLTKKRALSISPLSDASLDLQTVIRTSPSSLVAFINSRCTSPGGSYGHLSIGTMSPSLGFPAQMNHQKGPSPSFGVQPCGPHDSARGGMIPHPQSRGPFPTCQLKSELDMLVGKCREEPLEGDMSSPNSTGIQDPLLGMLDGREDLEREEKREPESVYETDCRWDGCSQEFDSQEQLVHHINSEHIHGERKEFVCHWGGCSRELRPFKAQYMLVVHMRRHTGEKPHKCTFEGCRKSYSRLENLKTHLRSHTGEKPYMCEHEGCSKAFSNASDRAKHQNRTHSNEKPYVCKLPGCTKRYTDPSSLRKHVKTVHGPDAHVTKRHRGDGPLPRAPSISTVEPKREREGGPIREESRLTVPEGAMKPQPSPGAQSSCSSDHSPAGSAANTDSGVEMTGNAGGSTEDLSSLDEGPCIAGTGLSTLRRLEN.... The pIC50 is 4.5.